This data is from Full USPTO retrosynthesis dataset with 1.9M reactions from patents (1976-2016). The task is: Predict the reactants needed to synthesize the given product. Given the product [CH3:27][S:24]([O:23][C:20]1[CH:21]=[CH:22][C:16]2[O:15][CH2:14][CH:13]([CH2:12][N:30]([CH2:28][CH3:29])[CH2:31][CH2:32][CH3:33])[O:18][C:17]=2[CH:19]=1)(=[O:25])=[O:26], predict the reactants needed to synthesize it. The reactants are: CC1C=CC(S(O[CH2:12][CH:13]2[O:18][C:17]3[CH:19]=[C:20]([O:23][S:24]([CH3:27])(=[O:26])=[O:25])[CH:21]=[CH:22][C:16]=3[O:15][CH2:14]2)(=O)=O)=CC=1.[CH2:28]([NH:30][CH2:31][CH2:32][CH3:33])[CH3:29].